From a dataset of Catalyst prediction with 721,799 reactions and 888 catalyst types from USPTO. Predict which catalyst facilitates the given reaction. Reactant: [C:1]([O:9][C@@H:10]1[C@@H:17]([O:18][CH2:19][C:20]2[CH:25]=[CH:24][CH:23]=[CH:22][CH:21]=2)[C@H:16]([O:26][CH2:27][C:28]2[CH:33]=[CH:32][CH:31]=[CH:30][CH:29]=2)[C@@H:15]([CH2:34][O:35]CC2C=CC(Cl)=CC=2)[O:14][C@H:11]1[O:12][CH3:13])(=[O:8])[C:2]1[CH:7]=[CH:6][CH:5]=[CH:4][CH:3]=1.N1CCOCC1.[O-]P([O-])([O-])=O.[K+].[K+].[K+].Cl[Sn](Cl)(Cl)Cl. Product: [C:1]([O:9][C@@H:10]1[C@@H:17]([O:18][CH2:19][C:20]2[CH:21]=[CH:22][CH:23]=[CH:24][CH:25]=2)[C@H:16]([O:26][CH2:27][C:28]2[CH:29]=[CH:30][CH:31]=[CH:32][CH:33]=2)[C@@H:15]([CH2:34][OH:35])[O:14][C@H:11]1[O:12][CH3:13])(=[O:8])[C:2]1[CH:7]=[CH:6][CH:5]=[CH:4][CH:3]=1. The catalyst class is: 318.